Dataset: Peptide-MHC class II binding affinity with 134,281 pairs from IEDB. Task: Regression. Given a peptide amino acid sequence and an MHC pseudo amino acid sequence, predict their binding affinity value. This is MHC class II binding data. The peptide sequence is DTISSYFVGKMYF. The MHC is H-2-IEd with pseudo-sequence H-2-IEd. The binding affinity (normalized) is 0.